This data is from Full USPTO retrosynthesis dataset with 1.9M reactions from patents (1976-2016). The task is: Predict the reactants needed to synthesize the given product. (1) Given the product [CH2:11]([O:13][C:14]1[CH:15]=[C:16]([CH:19]=[CH:20][C:21]=1[O:22][CH2:2][CH2:3][OH:4])[CH:17]=[O:18])[CH3:12], predict the reactants needed to synthesize it. The reactants are: Br[CH2:2][CH2:3][OH:4].C(=O)([O-])[O-].[K+].[K+].[CH2:11]([O:13][C:14]1[CH:15]=[C:16]([CH:19]=[CH:20][C:21]=1[OH:22])[CH:17]=[O:18])[CH3:12]. (2) Given the product [CH:26]1([CH2:25][N:7]([CH2:43][CH:40]2[CH2:41][CH2:42][O:37][CH2:38][CH2:39]2)[C:8]2[C:9]([CH3:24])=[N:10][N:11]3[C:15]([C:16]4[CH:21]=[CH:20][C:19]([Cl:22])=[CH:18][C:17]=4[Cl:23])=[CH:14][O:13][C:12]=23)[CH2:28][CH2:27]1, predict the reactants needed to synthesize it. The reactants are: C(OC(=O)[N:7]([CH2:25][CH:26]1[CH2:28][CH2:27]1)[C:8]1[C:9]([CH3:24])=[N:10][N:11]2[C:15]([C:16]3[CH:21]=[CH:20][C:19]([Cl:22])=[CH:18][C:17]=3[Cl:23])=[CH:14][O:13][C:12]=12)(C)(C)C.FC(F)(F)C(O)=O.[O:37]1[CH2:42][CH2:41][CH:40]([CH:43]=O)[CH2:39][CH2:38]1.C(O[BH-](OC(=O)C)OC(=O)C)(=O)C.[Na+].C(=O)([O-])O.[Na+]. (3) Given the product [N:1]1[CH:6]=[CH:5][CH:4]=[C:3]([NH:7][C:8](=[O:9])[C:10]2[CH:15]=[CH:14][C:13]([C:16]3[CH:33]=[CH:32][C:19]4[CH2:20][CH2:21][NH:22][CH2:23][CH2:24][C:18]=4[CH:17]=3)=[CH:12][CH:11]=2)[CH:2]=1, predict the reactants needed to synthesize it. The reactants are: [N:1]1[CH:6]=[CH:5][CH:4]=[C:3]([NH:7][C:8]([C:10]2[CH:15]=[CH:14][C:13]([C:16]3[CH:33]=[CH:32][C:19]4[CH2:20][CH2:21][N:22](C(OC(C)(C)C)=O)[CH2:23][CH2:24][C:18]=4[CH:17]=3)=[CH:12][CH:11]=2)=[O:9])[CH:2]=1.FC(F)(F)C(O)=O. (4) Given the product [Cl:1][C:2]1[CH:3]=[N:4][N:5]([C:7]2([C:10]([NH:13][C:14]3[C:15]([N+:33]([O-:35])=[O:34])=[CH:16][CH:17]=[C:18]([N:20]4[CH2:25][CH2:24][CH2:23][C@@H:22]([C:26]([N:28]5[CH2:32][CH2:31][CH2:30][CH2:29]5)=[O:27])[CH2:21]4)[N:19]=3)=[O:12])[CH2:8][CH2:9]2)[CH:6]=1, predict the reactants needed to synthesize it. The reactants are: [Cl:1][C:2]1[CH:3]=[N:4][N:5]([C:7]2([C:10]([OH:12])=O)[CH2:9][CH2:8]2)[CH:6]=1.[NH2:13][C:14]1[N:19]=[C:18]([N:20]2[CH2:25][CH2:24][CH2:23][C@@H:22]([C:26]([N:28]3[CH2:32][CH2:31][CH2:30][CH2:29]3)=[O:27])[CH2:21]2)[CH:17]=[CH:16][C:15]=1[N+:33]([O-:35])=[O:34].C(N(C(C)C)CC)(C)C.CCCP1(OP(CCC)(=O)OP(CCC)(=O)O1)=O. (5) Given the product [CH3:16][N:14]1[CH:15]=[C:11]([C:4]2[N:3]=[C:2]([C:25]3[CH:26]=[N:27][NH:28][CH:29]=3)[N:7]3[CH:8]=[CH:9][N:10]=[C:6]3[CH:5]=2)[CH:12]=[N:13]1, predict the reactants needed to synthesize it. The reactants are: Cl[C:2]1[N:7]2[CH:8]=[CH:9][N:10]=[C:6]2[CH:5]=[C:4]([C:11]2[CH:12]=[N:13][N:14]([CH3:16])[CH:15]=2)[N:3]=1.CC1(C)C(C)(C)OB([C:25]2[CH:26]=[N:27][NH:28][CH:29]=2)O1.C([O-])([O-])=O.[K+].[K+].